This data is from Rat liver microsome stability data. The task is: Regression/Classification. Given a drug SMILES string, predict its absorption, distribution, metabolism, or excretion properties. Task type varies by dataset: regression for continuous measurements (e.g., permeability, clearance, half-life) or binary classification for categorical outcomes (e.g., BBB penetration, CYP inhibition). Dataset: rlm. The molecule is COc1ccc(Cn2c(CCC(=O)Nc3cc(C)cc(C)c3)nc3cccnc32)cc1. The result is 1 (stable in rat liver microsomes).